Dataset: Peptide-MHC class I binding affinity with 185,985 pairs from IEDB/IMGT. Task: Regression. Given a peptide amino acid sequence and an MHC pseudo amino acid sequence, predict their binding affinity value. This is MHC class I binding data. (1) The peptide sequence is DLPVWLAYR. The MHC is HLA-A33:01 with pseudo-sequence HLA-A33:01. The binding affinity (normalized) is 0.872. (2) The peptide sequence is IVRQGIRQL. The MHC is HLA-B35:01 with pseudo-sequence HLA-B35:01. The binding affinity (normalized) is 0.0847. (3) The peptide sequence is LCEEGKVCY. The MHC is HLA-A01:01 with pseudo-sequence HLA-A01:01. The binding affinity (normalized) is 0.171. (4) The peptide sequence is LNPWRGTAKA. The MHC is Mamu-A01 with pseudo-sequence Mamu-A01. The binding affinity (normalized) is 0.